From a dataset of Full USPTO retrosynthesis dataset with 1.9M reactions from patents (1976-2016). Predict the reactants needed to synthesize the given product. (1) Given the product [CH3:8][N:7]([CH3:9])[C:6]1[CH:10]=[CH:11][C:3]([O:2][CH3:1])=[CH:4][C:5]=1[NH:12][C:15](=[O:17])[CH3:16], predict the reactants needed to synthesize it. The reactants are: [CH3:1][O:2][C:3]1[CH:11]=[CH:10][C:6]([N:7]([CH3:9])[CH3:8])=[C:5]([N+:12]([O-])=O)[CH:4]=1.[C:15](OC(=O)C)(=[O:17])[CH3:16].[H][H]. (2) Given the product [CH:1]1([CH2:4][C:5]2[C:10]3[S:11][C:12]([CH2:16][C:17]4[CH:22]=[CH:21][CH:20]=[C:19]([C:23]([F:26])([F:25])[F:24])[CH:18]=4)=[C:13]([OH:14])[C:9]=3[C:8](=[O:27])[N:7]([CH3:28])[N:6]=2)[CH2:2][CH2:3]1, predict the reactants needed to synthesize it. The reactants are: [CH:1]1([CH2:4][C:5]2[C:10]3[S:11][C:12]([CH2:16][C:17]4[CH:22]=[CH:21][CH:20]=[C:19]([C:23]([F:26])([F:25])[F:24])[CH:18]=4)=[C:13]([O:14]C)[C:9]=3[C:8](=[O:27])[N:7]([CH3:28])[N:6]=2)[CH2:3][CH2:2]1.B(Br)(Br)Br.O. (3) Given the product [OH:2][C:3]1[N:8]=[C:7]([CH2:9][CH2:10][C@H:11]2[CH2:16][CH2:15][C@H:14]([C:17]([O:19][CH3:20])=[O:18])[CH2:13][NH:12]2)[C:6]([C:21]([O:23][CH3:24])=[O:22])=[CH:5][CH:4]=1, predict the reactants needed to synthesize it. The reactants are: C[O:2][C:3]1[N:8]=[C:7]([C:9]#[C:10][C@H:11]2[CH2:16][CH2:15][C@H:14]([C:17]([O:19][CH3:20])=[O:18])[CH2:13][NH:12]2)[C:6]([C:21]([O:23][CH3:24])=[O:22])=[CH:5][CH:4]=1.Cl. (4) The reactants are: [CH3:1][C:2]1[CH:7]=[C:6]([C:8]([OH:10])=O)[CH:5]=[CH:4][N:3]=1.C(Cl)CCl.C1C=CC2N(O)N=NC=2C=1.CCN(C(C)C)C(C)C.Cl.[CH3:35][C:36]1[C:44]2[C:43]([N:45]3[CH2:50][CH2:49][CH:48]([NH2:51])[CH2:47][CH2:46]3)=[N:42][CH:41]=[N:40][C:39]=2[NH:38][CH:37]=1. Given the product [CH3:1][C:2]1[CH:7]=[C:6]([C:8]([NH:51][CH:48]2[CH2:47][CH2:46][N:45]([C:43]3[C:44]4[C:36]([CH3:35])=[CH:37][NH:38][C:39]=4[N:40]=[CH:41][N:42]=3)[CH2:50][CH2:49]2)=[O:10])[CH:5]=[CH:4][N:3]=1, predict the reactants needed to synthesize it. (5) Given the product [C:21]1([C:18]2[CH:17]=[CH:16][C:15]([N:6]3[C:5]4[CH:4]=[CH:3][C:2]([B:42]([OH:47])[OH:43])=[CH:14][C:13]=4[C:12]4[C:7]3=[CH:8][CH:9]=[CH:10][CH:11]=4)=[CH:20][CH:19]=2)[C:30]2[C:25](=[CH:26][CH:27]=[CH:28][CH:29]=2)[CH:24]=[CH:23][CH:22]=1, predict the reactants needed to synthesize it. The reactants are: Br[C:2]1[CH:3]=[CH:4][C:5]2[N:6]([C:15]3[CH:20]=[CH:19][C:18]([C:21]4[C:30]5[C:25](=[CH:26][CH:27]=[CH:28][CH:29]=5)[CH:24]=[CH:23][CH:22]=4)=[CH:17][CH:16]=3)[C:7]3[C:12]([C:13]=2[CH:14]=1)=[CH:11][CH:10]=[CH:9][CH:8]=3.CCCCCC.C([Li])CCC.[B:42]([O:47]C)(OC)[O:43]C.Cl.